Dataset: CYP1A2 inhibition data for predicting drug metabolism from PubChem BioAssay. Task: Regression/Classification. Given a drug SMILES string, predict its absorption, distribution, metabolism, or excretion properties. Task type varies by dataset: regression for continuous measurements (e.g., permeability, clearance, half-life) or binary classification for categorical outcomes (e.g., BBB penetration, CYP inhibition). Dataset: cyp1a2_veith. (1) The compound is COc1ccc(Oc2ncc3nc(-c4ccc(F)cc4)c(=O)n(C4CC4)c3n2)cc1. The result is 1 (inhibitor). (2) The drug is CCCS(=O)(=O)O. The result is 0 (non-inhibitor). (3) The drug is Cc1ccccc1NC1=NC(=S)N(c2ccccc2)C12CCOC(C)(C)C2. The result is 0 (non-inhibitor). (4) The drug is Cc1ccc(C2C3=C(CCCC3=O)Nc3nc(SCC(=O)NCc4ccco4)[nH]c(=O)c32)cc1. The result is 0 (non-inhibitor). (5) The molecule is O[C@@H](C1=C/C(=C\c2ccncc2)c2ccccc21)c1ccncc1. The result is 1 (inhibitor). (6) The compound is Cc1noc(C)c1-c1cc(NCc2cccs2)ncn1. The result is 1 (inhibitor). (7) The molecule is CC(C)NC(=O)N1CCCC2(CCN(C(=O)c3cccn3C)CC2)C1. The result is 0 (non-inhibitor). (8) The compound is Oc1ccc([C@@H]2CNCc3sccc32)cc1O. The result is 0 (non-inhibitor). (9) The compound is COc1ccc(C2C(C(=O)N3CCN(C)CC3)c3ccccc3C(=O)N2C2CCCCC2)cc1. The result is 0 (non-inhibitor).